The task is: Predict the product of the given reaction.. This data is from Forward reaction prediction with 1.9M reactions from USPTO patents (1976-2016). (1) Given the reactants [OH:1][C:2]1[CH:11]=[C:10]2[C:5]([C:6]([O:12][C:13]3[CH:14]=[C:15]4[C:19](=[CH:20][CH:21]=3)[NH:18][CH:17]=[CH:16]4)=[N:7][CH:8]=[N:9]2)=[CH:4][C:3]=1[O:22][CH3:23].O[CH2:25][CH2:26][N:27]1[CH2:31][CH2:30][CH2:29][CH2:28]1, predict the reaction product. The product is: [NH:18]1[C:19]2[C:15](=[CH:14][C:13]([O:12][C:6]3[C:5]4[C:10](=[CH:11][C:2]([O:1][CH2:25][CH2:26][N:27]5[CH2:31][CH2:30][CH2:29][CH2:28]5)=[C:3]([O:22][CH3:23])[CH:4]=4)[N:9]=[CH:8][N:7]=3)=[CH:21][CH:20]=2)[CH:16]=[CH:17]1. (2) Given the reactants C(OC([NH:8][C:9]1[CH:14]=[CH:13][CH:12]=[CH:11][C:10]=1B(O)O)=O)(C)(C)C.Br[C:19]1[C:20]([C:26]#[N:27])=[N:21][C:22]([CH3:25])=[CH:23][CH:24]=1.C(=O)([O-])[O-].[K+].[K+], predict the reaction product. The product is: [CH3:25][C:22]1[CH:23]=[CH:24][C:19]2[C:20](=[C:26]([NH2:27])[N:8]=[C:9]3[CH:14]=[CH:13][CH:12]=[CH:11][C:10]3=2)[N:21]=1. (3) Given the reactants Br[C:2]1[CH:3]=[C:4]2[C:9](=[CH:10][CH:11]=1)[N:8]=[CH:7][CH:6]=[CH:5]2.C[S-:13].[Na+], predict the reaction product. The product is: [N:8]1[C:9]2[C:4](=[CH:3][C:2]([SH:13])=[CH:11][CH:10]=2)[CH:5]=[CH:6][CH:7]=1.